Task: Predict the product of the given reaction.. Dataset: Forward reaction prediction with 1.9M reactions from USPTO patents (1976-2016) (1) Given the reactants [CH3:1][O:2][C:3]1[CH:12]=[CH:11][C:10]2[NH:9][C:8](=[O:13])[C:7]3[S:14][CH:15]=[CH:16][C:6]=3[C:5]=2[C:4]=1[C:17]1[CH:22]=[CH:21][C:20]([C:23]([NH:26][C:27](=[O:33])[O:28][C:29]([CH3:32])([CH3:31])[CH3:30])([CH3:25])[CH3:24])=[CH:19][CH:18]=1.[Cl:34]N1C(=O)CCC1=O, predict the reaction product. The product is: [Cl:34][C:11]1[C:10]2[NH:9][C:8](=[O:13])[C:7]3[S:14][CH:15]=[CH:16][C:6]=3[C:5]=2[C:4]([C:17]2[CH:22]=[CH:21][C:20]([C:23]([NH:26][C:27](=[O:33])[O:28][C:29]([CH3:32])([CH3:31])[CH3:30])([CH3:25])[CH3:24])=[CH:19][CH:18]=2)=[C:3]([O:2][CH3:1])[CH:12]=1. (2) The product is: [Cl:21][C:26]1[C:11]([C:12]2[CH:17]=[CH:16][C:15]([O:18][CH3:19])=[CH:14][CH:13]=2)=[C:3]2[C:4]3[CH2:9][CH2:8][S:7][CH2:6][C:5]=3[S:10][C:2]2=[N:1][C:25]=1[CH2:31][Cl:23]. Given the reactants [NH2:1][C:2]1[S:10][C:5]2[CH2:6][S:7][CH2:8][CH2:9][C:4]=2[C:3]=1[C:11](=O)[C:12]1[CH:17]=[CH:16][C:15]([O:18][CH3:19])=[CH:14][CH:13]=1.[Cl-:21].[Al+3].[Cl-:23].[Cl-].[C:25]1([CH3:31])C=CC=C[CH:26]=1.O, predict the reaction product.